Regression. Given a peptide amino acid sequence and an MHC pseudo amino acid sequence, predict their binding affinity value. This is MHC class II binding data. From a dataset of Peptide-MHC class II binding affinity with 134,281 pairs from IEDB. The peptide sequence is NVTSIHSLLDEGKQS. The MHC is DRB1_0301 with pseudo-sequence DRB1_0301. The binding affinity (normalized) is 0.0355.